From a dataset of TCR-epitope binding with 47,182 pairs between 192 epitopes and 23,139 TCRs. Binary Classification. Given a T-cell receptor sequence (or CDR3 region) and an epitope sequence, predict whether binding occurs between them. The epitope is KAYNVTQAF. The TCR CDR3 sequence is CASSSWTGMNTEAFF. Result: 0 (the TCR does not bind to the epitope).